From a dataset of Forward reaction prediction with 1.9M reactions from USPTO patents (1976-2016). Predict the product of the given reaction. (1) Given the reactants [F:1][C:2]1[CH:7]=[C:6]([F:8])[CH:5]=[CH:4][C:3]=1[CH:9]=[C:10]([CH3:20])[CH2:11][NH:12][CH2:13][C:14]1[N:15]([CH3:19])[CH:16]=[CH:17][N:18]=1.[F:21][CH:22]([F:35])[O:23][C:24]1[CH:32]=[CH:31][C:27]([C:28](Cl)=[O:29])=[CH:26][C:25]=1[O:33][CH3:34].C(N(CC)CC)C, predict the reaction product. The product is: [F:21][CH:22]([F:35])[O:23][C:24]1[CH:32]=[CH:31][C:27]([C:28]([N:12]([CH2:11][C:10]([CH3:20])=[CH:9][C:3]2[CH:4]=[CH:5][C:6]([F:8])=[CH:7][C:2]=2[F:1])[CH2:13][C:14]2[N:15]([CH3:19])[CH:16]=[CH:17][N:18]=2)=[O:29])=[CH:26][C:25]=1[O:33][CH3:34]. (2) Given the reactants [Cl:1][C:2]1[CH:7]=[CH:6][CH:5]=[CH:4][C:3]=1[CH2:8][CH:9](P(OCC)(OCC)=O)[C:10]([O:12][CH2:13][CH3:14])=[O:11].C=O.[C:25](=O)([O-])[O-].[K+].[K+], predict the reaction product. The product is: [Cl:1][C:2]1[CH:7]=[CH:6][CH:5]=[CH:4][C:3]=1[CH2:8][C:9](=[CH2:25])[C:10]([O:12][CH2:13][CH3:14])=[O:11]. (3) Given the reactants [F:1][C:2]([F:22])([F:21])[O:3][C:4]1[CH:9]=[CH:8][C:7]([N:10]2[CH2:14][CH2:13][C:12]3([CH2:19][CH2:18][NH:17][CH2:16][CH2:15]3)[C:11]2=[O:20])=[CH:6][CH:5]=1.Br[C:24]1[CH:29]=[CH:28][CH:27]=[CH:26][C:25]=1[F:30], predict the reaction product. The product is: [F:30][C:25]1[CH:26]=[CH:27][CH:28]=[CH:29][C:24]=1[N:17]1[CH2:16][CH2:15][C:12]2([C:11](=[O:20])[N:10]([C:7]3[CH:8]=[CH:9][C:4]([O:3][C:2]([F:1])([F:21])[F:22])=[CH:5][CH:6]=3)[CH2:14][CH2:13]2)[CH2:19][CH2:18]1. (4) Given the reactants [C:1]([N:5]([C:14]1[CH:27]=[CH:26][C:17]([C:18]([NH:20][C:21]2[S:22][CH:23]=[CH:24][N:25]=2)=[O:19])=[CH:16][CH:15]=1)[O:6][Si](C(C)(C)C)(C)C)([CH3:4])([CH3:3])[CH3:2].O.C(Cl)Cl.C([O-])(O)=O.[Na+], predict the reaction product. The product is: [C:1]([N:5]([C:14]1[CH:27]=[CH:26][C:17]([C:18]([NH:20][C:21]2[S:22][CH:23]=[CH:24][N:25]=2)=[O:19])=[CH:16][CH:15]=1)[OH:6])([CH3:4])([CH3:2])[CH3:3]. (5) Given the reactants Cl[CH2:2][C:3]1[N:4]=[C:5]([C:9]2[CH:14]=[CH:13][CH:12]=[CH:11][CH:10]=2)[O:6][C:7]=1[CH3:8].[OH:15][C:16]1[CH:21]=[CH:20][C:19]([C:22]([C:24]2[CH:29]=[CH:28][CH:27]=[C:26]([O:30][CH3:31])[C:25]=2[O:32][CH2:33][O:34][CH3:35])=[O:23])=[CH:18][CH:17]=1.C(=O)([O-])[O-].[K+].[K+].CN(C)C=O, predict the reaction product. The product is: [CH3:31][O:30][C:26]1[C:25]([O:32][CH2:33][O:34][CH3:35])=[C:24]([C:22]([C:19]2[CH:20]=[CH:21][C:16]([O:15][CH2:2][C:3]3[N:4]=[C:5]([C:9]4[CH:14]=[CH:13][CH:12]=[CH:11][CH:10]=4)[O:6][C:7]=3[CH3:8])=[CH:17][CH:18]=2)=[O:23])[CH:29]=[CH:28][CH:27]=1. (6) Given the reactants [C:1]([C:3]1[C:4]([CH3:17])=[CH:5][C:6]([CH:13]2[CH2:16][CH2:15][CH2:14]2)=[C:7]([CH:12]=1)[C:8](OC)=[O:9])#[N:2].[NH2:18][NH2:19], predict the reaction product. The product is: [C:1]([C:3]1[C:4]([CH3:17])=[CH:5][C:6]([CH:13]2[CH2:16][CH2:15][CH2:14]2)=[C:7]([CH:12]=1)[C:8]([NH:18][NH2:19])=[O:9])#[N:2]. (7) Given the reactants [C:1]1([CH3:20])[CH:6]=[CH:5][C:4]([S:7]([N:10]2[CH:18]3[CH:13]([CH2:14][CH2:15][CH2:16][CH2:17]3)[CH2:12][CH:11]2O)(=[O:9])=[O:8])=[CH:3][CH:2]=1.[Si]([C:25]#[N:26])(C)(C)C.Cl[Sn](Cl)(Cl)Cl, predict the reaction product. The product is: [C:1]1([CH3:20])[CH:6]=[CH:5][C:4]([S:7]([N:10]2[CH:18]3[CH:13]([CH2:14][CH2:15][CH2:16][CH2:17]3)[CH2:12][CH:11]2[C:25]#[N:26])(=[O:9])=[O:8])=[CH:3][CH:2]=1.